This data is from Forward reaction prediction with 1.9M reactions from USPTO patents (1976-2016). The task is: Predict the product of the given reaction. Given the reactants [C:1]([NH:4][C:5]([CH2:16][C:17]([C:19]1[CH:24]=[CH:23][C:22]([S:25][C:26]2[CH:31]=[CH:30][C:29]([C:32]3[N:33]=[C:34]([CH:37]4[CH2:39][CH2:38]4)[O:35][CH:36]=3)=[CH:28][CH:27]=2)=[CH:21][CH:20]=1)=[O:18])([C:11](OCC)=[O:12])[C:6](OCC)=[O:7])(=[O:3])[CH3:2].OP([O-])([O-])=O.[K+].[K+].[BH4-].[Na+].[OH-].[Na+], predict the reaction product. The product is: [CH:37]1([C:34]2[O:35][CH:36]=[C:32]([C:29]3[CH:30]=[CH:31][C:26]([S:25][C:22]4[CH:23]=[CH:24][C:19]([CH:17]([OH:18])[CH2:16][C:5]([NH:4][C:1](=[O:3])[CH3:2])([CH2:6][OH:7])[CH2:11][OH:12])=[CH:20][CH:21]=4)=[CH:27][CH:28]=3)[N:33]=2)[CH2:39][CH2:38]1.